This data is from Full USPTO retrosynthesis dataset with 1.9M reactions from patents (1976-2016). The task is: Predict the reactants needed to synthesize the given product. (1) Given the product [N+:20]([C:3]1[CH:4]=[C:5]([O:6][CH2:7][C:8]2[CH:17]=[CH:16][C:15]3[C:10](=[CH:11][CH:12]=[CH:13][CH:14]=3)[N:9]=2)[CH:18]=[CH:19][C:2]=1[NH:30][CH2:29][C:28]1[CH:27]=[CH:26][C:25]([C:24]([F:23])([F:33])[F:34])=[CH:32][CH:31]=1)([O-:22])=[O:21], predict the reactants needed to synthesize it. The reactants are: F[C:2]1[CH:19]=[CH:18][C:5]([O:6][CH2:7][C:8]2[CH:17]=[CH:16][C:15]3[C:10](=[CH:11][CH:12]=[CH:13][CH:14]=3)[N:9]=2)=[CH:4][C:3]=1[N+:20]([O-:22])=[O:21].[F:23][C:24]([F:34])([F:33])[C:25]1[CH:32]=[CH:31][C:28]([CH2:29][NH2:30])=[CH:27][CH:26]=1.CCN(C(C)C)C(C)C. (2) Given the product [OH-:2].[CH2:17]([N+:10]([CH2:15][CH3:16])([CH2:11][CH2:12][CH3:13])[CH2:7][CH2:8][CH3:9])[CH3:18], predict the reactants needed to synthesize it. The reactants are: C([O-])([O-])=[O:2].[Na+].[Na+].[CH2:7]([NH:10][CH2:11][CH2:12][CH3:13])[CH2:8][CH3:9].I[CH2:15][CH3:16].[CH2:17](O)[CH3:18]. (3) Given the product [NH2:19][C:11]([CH3:12])=[CH:10][C:9](=[O:14])[CH2:8][N:4]1[C:5]([CH3:7])=[CH:6][C:2]([CH3:1])=[N:3]1, predict the reactants needed to synthesize it. The reactants are: [CH3:1][C:2]1[CH:6]=[C:5]([CH3:7])[N:4]([CH2:8][C:9](=[O:14])[CH2:10][C:11](=O)[CH3:12])[N:3]=1.C([O-])(=O)C.[NH4+:19]. (4) Given the product [CH2:2]([CH:3]([O:6][C:10]1[N:15]2[N:16]=[CH:17][C:18]([C:19]3[C:20]([CH3:27])=[CH:21][C:22]([CH3:26])=[CH:23][C:24]=3[CH3:25])=[C:14]2[N:13]=[C:12]([CH3:28])[CH:11]=1)[CH2:4][CH3:5])[CH3:1], predict the reactants needed to synthesize it. The reactants are: [CH3:1][CH2:2][CH:3]([OH:6])[CH2:4][CH3:5].[H-].[Na+].Cl[C:10]1[N:15]2[N:16]=[CH:17][C:18]([C:19]3[C:24]([CH3:25])=[CH:23][C:22]([CH3:26])=[CH:21][C:20]=3[CH3:27])=[C:14]2[N:13]=[C:12]([CH3:28])[CH:11]=1. (5) The reactants are: BrC1C=CC=C2C=1C(=O)C(=O)N2CCCCC.[O:18]=[C:19]1[C:27](=[O:28])[C:26]2[C:21](=[CH:22][CH:23]=[CH:24][CH:25]=2)[N:20]1[CH2:29][C:30]([O:32][CH2:33][CH3:34])=[O:31].O1C2C=CC(O)=CC=2OC1.[CH:45]1[C:54]2[CH2:53][CH2:52][CH2:51][CH2:50][C:49]=2[CH:48]=[CH:47][C:46]=1[OH:55]. Given the product [CH2:33]([O:32][C:30](=[O:31])[CH2:29][N:20]1[C:21]2[C:26](=[CH:25][CH:24]=[CH:23][CH:22]=2)[C:27]([OH:28])([C:47]2[C:46]([OH:55])=[CH:45][C:54]3[CH2:53][CH2:52][CH2:51][CH2:50][C:49]=3[CH:48]=2)[C:19]1=[O:18])[CH3:34], predict the reactants needed to synthesize it. (6) Given the product [O:2]=[S:1]([Cl:4])[Cl:3].[NH:5]1[C:9]2[CH:10]=[CH:11][CH:12]=[CH:13][C:8]=2[N:7]=[N:6]1, predict the reactants needed to synthesize it. The reactants are: [S:1]([Cl:4])([Cl:3])=[O:2].[NH:5]1[C:9]2[CH:10]=[CH:11][CH:12]=[CH:13][C:8]=2[N:7]=[N:6]1.C(O)(=O)C1C=CC=CC=1.